Dataset: Peptide-MHC class I binding affinity with 185,985 pairs from IEDB/IMGT. Task: Regression. Given a peptide amino acid sequence and an MHC pseudo amino acid sequence, predict their binding affinity value. This is MHC class I binding data. (1) The peptide sequence is ILLARLFLY. The MHC is HLA-A02:01 with pseudo-sequence HLA-A02:01. The binding affinity (normalized) is 0.213. (2) The peptide sequence is IHDFIDNPL. The MHC is HLA-A02:01 with pseudo-sequence HLA-A02:01. The binding affinity (normalized) is 0. (3) The peptide sequence is YQVPFVQAF. The MHC is HLA-B18:01 with pseudo-sequence HLA-B18:01. The binding affinity (normalized) is 0.213.